Dataset: Merck oncology drug combination screen with 23,052 pairs across 39 cell lines. Task: Regression. Given two drug SMILES strings and cell line genomic features, predict the synergy score measuring deviation from expected non-interaction effect. (1) Drug 1: O=C(CCCCCCC(=O)Nc1ccccc1)NO. Drug 2: CNC(=O)c1cc(Oc2ccc(NC(=O)Nc3ccc(Cl)c(C(F)(F)F)c3)cc2)ccn1. Cell line: SKMES1. Synergy scores: synergy=1.62. (2) Drug 1: O=C(CCCCCCC(=O)Nc1ccccc1)NO. Drug 2: NC1(c2ccc(-c3nc4ccn5c(=O)[nH]nc5c4cc3-c3ccccc3)cc2)CCC1. Cell line: NCIH2122. Synergy scores: synergy=35.1. (3) Drug 1: Cn1c(=O)n(-c2ccc(C(C)(C)C#N)cc2)c2c3cc(-c4cnc5ccccc5c4)ccc3ncc21. Drug 2: CCc1c2c(nc3ccc(O)cc13)-c1cc3c(c(=O)n1C2)COC(=O)C3(O)CC. Cell line: NCIH23. Synergy scores: synergy=17.1.